Dataset: Forward reaction prediction with 1.9M reactions from USPTO patents (1976-2016). Task: Predict the product of the given reaction. (1) Given the reactants CO[C:3]1N=[CH:7][C:6]([N:9]2[CH2:14][CH2:13][CH:12]([N:15]3[CH2:19][CH2:18][C@@H:17]([NH:20][C:21](=[O:36])[CH2:22][NH:23][C:24](=[O:35])[C:25]4[CH:30]=[CH:29][CH:28]=[C:27]([C:31]([F:34])([F:33])[F:32])[CH:26]=4)[CH2:16]3)[CH2:11][CH2:10]2)=[CH:5][CH:4]=1.[CH3:37][C:38]1C=C(N2CCC(=O)CC2)C=C(C)[CH:43]=1.COC1N=CC(N2CCC(=O)CC2)=CC=1, predict the reaction product. The product is: [CH3:3][C:4]1[CH:5]=[C:6]([N:9]2[CH2:14][CH2:13][CH:12]([N:15]3[CH2:19][CH2:18][C@@H:17]([NH:20][C:21](=[O:36])[CH2:22][NH:23][C:24](=[O:35])[C:25]4[CH:30]=[CH:29][CH:28]=[C:27]([C:31]([F:33])([F:34])[F:32])[CH:26]=4)[CH2:16]3)[CH2:11][CH2:10]2)[CH:7]=[C:38]([CH3:43])[CH:37]=1. (2) Given the reactants Cl[C:2]1[C:3]2[S:10][CH:9]=[C:8]([C:11]([NH:13][C:14]3[C:19]([Cl:20])=[CH:18][CH:17]=[C:16]([NH:21][S:22]([CH2:25][CH2:26][CH3:27])(=[O:24])=[O:23])[C:15]=3[Cl:28])=[O:12])[C:4]=2[N:5]=[CH:6][N:7]=1.Cl.[O:30](N)[CH3:31].C([N:36](CC)C(C)C)(C)C, predict the reaction product. The product is: [Cl:28][C:15]1[C:16]([NH:21][S:22]([CH2:25][CH2:26][CH3:27])(=[O:24])=[O:23])=[CH:17][CH:18]=[C:19]([Cl:20])[C:14]=1[NH:13][C:11]([C:8]1[C:4]2[N:5]=[C:6]([NH2:36])[N:7]=[C:2]([O:30][CH3:31])[C:3]=2[S:10][CH:9]=1)=[O:12].